From a dataset of M1 muscarinic receptor antagonist screen with 61,756 compounds. Binary Classification. Given a drug SMILES string, predict its activity (active/inactive) in a high-throughput screening assay against a specified biological target. The compound is Brc1sc(S(=O)(=O)N2CCC(CC2)C(=O)N2CCN(CC2)C(OCC)=O)cc1. The result is 0 (inactive).